This data is from Cav3 T-type calcium channel HTS with 100,875 compounds. The task is: Binary Classification. Given a drug SMILES string, predict its activity (active/inactive) in a high-throughput screening assay against a specified biological target. (1) The result is 0 (inactive). The molecule is O1N=C(CC1C(=O)N1CCN(CC1)C(OCC)=O)c1c(OC)ccc(OC)c1. (2) The compound is Clc1ccc(C(c2nnc(Cl)cc2)C#N)cc1. The result is 0 (inactive). (3) The drug is O=C(NC1CCCCC1)c1ccc(OCC=C)cc1. The result is 0 (inactive). (4) The compound is Clc1c=2n([nH]c1C(=O)NCc1c(n(nc1)C)C)C(CC(N2)c1ccccc1)C(F)(F)F. The result is 0 (inactive). (5) The molecule is S(c1n(c(nn1)CNC(=O)C12CC3CC(C1)CC(C2)C3)CC)CC(=O)Nc1sc(nn1)C. The result is 0 (inactive).